This data is from Experimentally validated miRNA-target interactions with 360,000+ pairs, plus equal number of negative samples. The task is: Binary Classification. Given a miRNA mature sequence and a target amino acid sequence, predict their likelihood of interaction. (1) The miRNA is hsa-miR-7151-3p with sequence CUACAGGCUGGAAUGGGCUCA. The protein sequence of the target gene is MKVTVCFGRTRVVVPCGDGHMKVFSLIQQAVTRYRKAIAKDPNYWIQVHRLEHGDGGILDLDDILCDVADDKDRLVAVFDEQDPHHGGDGTSASSTGTQSPEIFGSELGTNNVSAFQPYQATSEIEVTPSVLRANMPLHVRRSSDPALIGLSTSVSDSNFSSEEPSRKNPTRWSTTAGFLKQNTAGSPKTCDRKKDENYRSLPRDTSNWSNQFQRDNARSSLSASHPMVGKWLEKQEQDEDGTEEDNSRVEPVGHADTGLEHIPNFSLDDMVKLVEVPNDGGPLGIHVVPFSARGGRTLG.... Result: 1 (interaction). (2) The miRNA is mmu-miR-5101 with sequence UUUGUUUGUUUUGCUGAUGCAG. Result: 0 (no interaction). The protein sequence of the target gene is MAVPAKKRKMNFSEREVEIIVEELELKKHLLVNHFNAGVPLAAKSAAWHGILRRVNAVATCRRELPEVKKKWSDLKTEVRRKVAQVRAAVEGGEAPGPTEEDGAGGPGTGGGSGGGGPAVAPVLLTPMQQRICNLLGEATIISLPSTTEIHPVALGPSATAAAATVTLTQIPTETTYHTLEEGVVEYCTAEAPPPLPPETPVDMMAQHADTSVKPQALKSRIALNSAKLIQEQRVTNLHVKEIAQHLEQQNDLLQMIRRSQEVQACAQERQAQAMEGTQAALSVLIQVLRPMIKDFRRYL.... (3) The miRNA is hsa-miR-6848-3p with sequence GUGGUCUCUUGGCCCCCAG. The protein sequence of the target gene is MTKDKEPIVKSFHFVCLMIIIVGTRIQFSDGNEFAVDKSKRGLIHVPKDLPLKTKVLDMSQNYIAELQVSDMSFLSELTVLRLSHNRIQLLDLSVFKFNQDLEYLDLSHNQLQKISCHPIVSFRHLDLSFNDFKALPICKEFGNLSQLNFLGLSAMKLQKLDLLPIAHLHLSYILLDLRNYYIKENETESLQILNAKTLHLVFHPTSLFAIQVNISVNTLGCLQLTNIKLNDDNCQVFIKFLSELTRGSTLLNFTLNHIETTWKCLVRVFQFLWPKPVEYLNIYNLTIIESIREEDFTYS.... Result: 1 (interaction). (4) The miRNA is hsa-miR-4642 with sequence AUGGCAUCGUCCCCUGGUGGCU. The protein sequence of the target gene is MALAAAAAAAAAAAGVSQAAVLGFLREHGGQVRNSELLSRFKPLLDAGDPRGRAARRDRFKQFVNNVAVVKELDGVKFVVLRKKPRPPEGPEAPLPSSPGVPAALAQCAAVPAEDNCAPGAPHSPQRSGEPPEDSSAPSELQHTPETLPSEVTQVEAPSGSAPQPGGPEDPALPRSSELARPASVPSGLALTSTESPGPEPAPPTAQVPPQKPCMLPVRCVVPGPAALRIRAEEQGLRRQRSEEPSPRGSPMLLRRLSVEESGLGLHLGPGRSPHLRRLSRAGPRLLSPDTEEMPVAPLP.... Result: 0 (no interaction). (5) The miRNA is hsa-miR-195-5p with sequence UAGCAGCACAGAAAUAUUGGC. The protein sequence of the target gene is MALLRDVSLQDPRDRFELLQRVGAGTYGDVYKARDTVTSELAAVKIVKLDPGDDISSLQQEITILRECRHPNVVAYIGSYLRNDRLWICMEFCGGGSLQEIYHATGPLEERQIAYVCREALKGLHHLHSQGKIHRDIKGANLLLTLQGDVKLADFGVSGELTASVAKRRSFIGTPYWMAPEVAAVERKGGYNELCDVWALGITAIELGELQPPLFHLHPMRALMLMSKSSFQPPKLRDKTRWTQNFHHFLKLALTKNPKKRPTAEKLLQHPFTTQQLPRALLTQLLDKASDPHLGTPSPE.... Result: 1 (interaction). (6) The miRNA is hsa-miR-4672 with sequence UUACACAGCUGGACAGAGGCA. The protein sequence of the target gene is MGDTWAQLPWPGPPHSALLLVFFLLAAGVMHSDAGTSCPVLCTCRNQVVDCSNQRLFSVPPDLPMDTRNLSLAHNRIAAVPPGYLTCYMELRVLDLRNNSLMELPPGLFLHAKRLAHLDLSYNNLSHVPADMFREAHGLVHIDLSHNPWLRRVHPQAFQGLVHLRDLDLSYGGLAFLSLEALEGLPGLVTLQIGGNPWVCGCTMEPLLKWLRNRIQRCTADSQLAECRGPPEVEGAPLFSLTEESFKACHLTLTLDDYLFIAFVGFVVSIASVATNFLLGITANCCHRWSKANEEEEI. Result: 0 (no interaction). (7) The miRNA is hsa-miR-513a-5p with sequence UUCACAGGGAGGUGUCAU. The protein sequence of the target gene is MELALLCGLVVMAGVIPIQGGILNLNKMVKQVTGKMPILSYWPYGCHCGLGGRGQPKDATDWCCQTHDCCYDHLKTQGCSIYKDYYRYNFSQGNIHCSDKGSWCEQQLCACDKEVAFCLKRNLDTYQKRLRFYWRPHCRGQTPGC. Result: 1 (interaction).